Dataset: Reaction yield outcomes from USPTO patents with 853,638 reactions. Task: Predict the reaction yield, written as a fraction of the theoretical maximum amount of product (1.0 means a 100% yield; for example, 0.34 means a 34% yield). (1) The reactants are [NH:1]1[C:9]2[C:4](=[CH:5][CH:6]=[CH:7][CH:8]=2)[C:3]2([CH2:12][C:11](=O)[CH2:10]2)[C:2]1=[O:14].C(=O)([O-])[O-].[Na+].[Na+].Cl.[NH2:22][OH:23]. The catalyst is CCO.O. The product is [OH:23][N:22]=[C:11]1[CH2:12][C:3]2([C:4]3[C:9](=[CH:8][CH:7]=[CH:6][CH:5]=3)[NH:1][C:2]2=[O:14])[CH2:10]1. The yield is 0.690. (2) The reactants are [CH3:1][O:2][CH2:3][CH2:4][O:5][CH2:6][C:7]([C:10]1[CH:15]=[CH:14][C:13]([N+:16]([O-])=O)=[CH:12][CH:11]=1)([CH3:9])[CH3:8]. The product is [CH3:1][O:2][CH2:3][CH2:4][O:5][CH2:6][C:7]([C:10]1[CH:15]=[CH:14][C:13]([NH2:16])=[CH:12][CH:11]=1)([CH3:9])[CH3:8]. The yield is 0.770. The catalyst is CO.[Ni]. (3) The reactants are Br[C:2]1[N:6]2[C:7]3[C:12]([N:13]=[C:14]([CH3:15])[C:5]2=[C:4]([CH3:19])[N:3]=1)=[C:11]([F:16])[CH:10]=[C:9]([O:17][CH3:18])[CH:8]=3.[Cl:20][C:21]1[CH:26]=[C:25]([F:27])[CH:24]=[CH:23][C:22]=1B(O)O.C([O-])([O-])=O.[K+].[K+]. The catalyst is C1C=CC([P]([Pd]([P](C2C=CC=CC=2)(C2C=CC=CC=2)C2C=CC=CC=2)([P](C2C=CC=CC=2)(C2C=CC=CC=2)C2C=CC=CC=2)[P](C2C=CC=CC=2)(C2C=CC=CC=2)C2C=CC=CC=2)(C2C=CC=CC=2)C2C=CC=CC=2)=CC=1. The product is [Cl:20][C:21]1[CH:26]=[C:25]([F:27])[CH:24]=[CH:23][C:22]=1[C:2]1[N:6]2[C:7]3[C:12]([N:13]=[C:14]([CH3:15])[C:5]2=[C:4]([CH3:19])[N:3]=1)=[C:11]([F:16])[CH:10]=[C:9]([O:17][CH3:18])[CH:8]=3. The yield is 0.200. (4) The reactants are Cl[C:2]1[CH:7]=[CH:6][N:5]=[C:4]([NH:8][C:9]2[CH:14]=[C:13]([N:15]3[CH2:20][CH2:19][O:18][CH2:17][CH2:16]3)[CH:12]=[C:11]([N:21]3[CH2:26][CH2:25][O:24][CH2:23][CH2:22]3)[CH:10]=2)[N:3]=1.[Cl:27][C:28]1[N:33]=[CH:32][C:31]([NH:34][CH3:35])=[CH:30][CH:29]=1.Cl.O1CCOCC1. The catalyst is CC(O)CCC. The product is [Cl:27][C:28]1[N:33]=[CH:32][C:31]([N:34]([CH3:35])[C:2]2[CH:7]=[CH:6][N:5]=[C:4]([NH:8][C:9]3[CH:14]=[C:13]([N:15]4[CH2:16][CH2:17][O:18][CH2:19][CH2:20]4)[CH:12]=[C:11]([N:21]4[CH2:22][CH2:23][O:24][CH2:25][CH2:26]4)[CH:10]=3)[N:3]=2)=[CH:30][CH:29]=1. The yield is 0.702. (5) The reactants are [PH4+].[Li]CCCC.[O:7]1[CH2:12][CH2:11][CH2:10][C:9](=O)[CH2:8]1.[CH2:14]1C[O:17][CH2:16][CH2:15]1. No catalyst specified. The product is [O:7]1[CH2:12][CH2:11][CH2:10][C:9](=[CH:14][CH2:15][CH2:16][OH:17])[CH2:8]1. The yield is 0.690.